Dataset: Forward reaction prediction with 1.9M reactions from USPTO patents (1976-2016). Task: Predict the product of the given reaction. Given the reactants [CH:1]1[C:2]([CH2:10][NH:11][C@@H:12]2[CH2:17][CH2:16][C@@H:15]([OH:18])[CH2:14][CH2:13]2)=[C:3]([NH2:9])[C:4]([Br:8])=[CH:5][C:6]=1[Br:7].C(N(CC)CC)C.[C:26]([O:30][C:31](O[C:31]([O:30][C:26]([CH3:29])([CH3:28])[CH3:27])=[O:32])=[O:32])([CH3:29])([CH3:28])[CH3:27], predict the reaction product. The product is: [C:26]([O:30][C:31]([NH:9][C:3]1[C:4]([Br:8])=[CH:5][C:6]([Br:7])=[CH:1][C:2]=1[CH2:10][NH:11][C@H:12]1[CH2:17][CH2:16][C@H:15]([OH:18])[CH2:14][CH2:13]1)=[O:32])([CH3:29])([CH3:28])[CH3:27].